Task: Regression. Given two drug SMILES strings and cell line genomic features, predict the synergy score measuring deviation from expected non-interaction effect.. Dataset: NCI-60 drug combinations with 297,098 pairs across 59 cell lines Drug 1: CCCS(=O)(=O)NC1=C(C(=C(C=C1)F)C(=O)C2=CNC3=C2C=C(C=N3)C4=CC=C(C=C4)Cl)F. Drug 2: C1CN1P(=S)(N2CC2)N3CC3. Cell line: MCF7. Synergy scores: CSS=18.0, Synergy_ZIP=1.19, Synergy_Bliss=3.17, Synergy_Loewe=-0.843, Synergy_HSA=1.94.